Predict the reactants needed to synthesize the given product. From a dataset of Full USPTO retrosynthesis dataset with 1.9M reactions from patents (1976-2016). (1) Given the product [ClH:45].[F:1][C:2]1[C:41]([F:42])=[C:40]([O:43][CH3:44])[CH:39]=[CH:38][C:3]=1[CH2:4][N:5]1[C:10]2[CH:11]=[C:12]([C:14]3[CH:19]=[CH:18][C:17]([F:20])=[CH:16][C:15]=3[O:21][CH3:22])[S:13][C:9]=2[C:8](=[O:23])[N:7]([CH:24]2[CH2:25][CH2:26][NH:27][CH2:28][CH2:29]2)[C:6]1=[O:37], predict the reactants needed to synthesize it. The reactants are: [F:1][C:2]1[C:41]([F:42])=[C:40]([O:43][CH3:44])[CH:39]=[CH:38][C:3]=1[CH2:4][N:5]1[C:10]2[CH:11]=[C:12]([C:14]3[CH:19]=[CH:18][C:17]([F:20])=[CH:16][C:15]=3[O:21][CH3:22])[S:13][C:9]=2[C:8](=[O:23])[N:7]([CH:24]2[CH2:29][CH2:28][N:27](C(OC(C)(C)C)=O)[CH2:26][CH2:25]2)[C:6]1=[O:37].[ClH:45]. (2) Given the product [Cl:1][C:2]1[CH:7]=[CH:6][CH:5]=[C:4]2[C:3]=1[C:21](=[O:29])[N:22]([C:23]1[CH:28]=[CH:27][CH:26]=[CH:25][CH:24]=1)[C:9]([C@@H:10]([NH:12][C:13](=[O:19])[O:14][C:15]([CH3:18])([CH3:17])[CH3:16])[CH3:11])=[N:8]2, predict the reactants needed to synthesize it. The reactants are: [Cl:1][C:2]1[C:3]([C:21](=[O:29])[NH:22][C:23]2[CH:28]=[CH:27][CH:26]=[CH:25][CH:24]=2)=[C:4]([NH:8][C:9](=O)[C@@H:10]([NH:12][C:13](=[O:19])[O:14][C:15]([CH3:18])([CH3:17])[CH3:16])[CH3:11])[CH:5]=[CH:6][CH:7]=1.CCN(C(C)C)C(C)C.C/C(/O[Si](C)(C)C)=N\[Si](C)(C)C. (3) The reactants are: Br[C:2]1[CH:3]=[CH:4][C:5]([N:26]2[CH2:31][CH2:30][O:29][CH2:28][CH2:27]2)=[C:6]([CH:25]=1)[C:7]([N:9]1[CH2:14][CH2:13][N:12]([C:15]2[CH:20]=[CH:19][C:18]([C:21](=[O:23])[CH3:22])=[CH:17][C:16]=2[F:24])[CH2:11][CH2:10]1)=[O:8].[NH:32]1[CH:36]=[CH:35][N:34]=[CH:33]1.C(=O)([O-])[O-].[Cs+].[Cs+].N1C2C(=CC=C3C=2N=CC=C3)C=CC=1. Given the product [F:24][C:16]1[CH:17]=[C:18]([C:21](=[O:23])[CH3:22])[CH:19]=[CH:20][C:15]=1[N:12]1[CH2:13][CH2:14][N:9]([C:7](=[O:8])[C:6]2[CH:25]=[C:2]([N:32]3[CH:36]=[CH:35][N:34]=[CH:33]3)[CH:3]=[CH:4][C:5]=2[N:26]2[CH2:27][CH2:28][O:29][CH2:30][CH2:31]2)[CH2:10][CH2:11]1, predict the reactants needed to synthesize it. (4) Given the product [C:15]([OH:25])(=[O:24])[C@@H:16]([C:18]1[CH:23]=[CH:22][CH:21]=[CH:20][CH:19]=1)[OH:17].[NH2:1][C@H:2]1[C:8]2[CH:9]=[CH:10][CH2:11][CH2:12][C:7]=2[CH2:6][CH2:5][N:4]([CH3:13])[C:3]1=[O:14], predict the reactants needed to synthesize it. The reactants are: [NH2:1][CH:2]1[C:8]2[CH:9]=[CH:10][CH2:11][CH2:12][C:7]=2[CH2:6][CH2:5][N:4]([CH3:13])[C:3]1=[O:14].[C:15]([OH:25])(=[O:24])[C@@H:16]([C:18]1[CH:23]=[CH:22][CH:21]=[CH:20][CH:19]=1)[OH:17].NC1C2C=CCCC=2CCN(C)C1=O.C(OC(C)C)(=O)C. (5) Given the product [Cl:1][C:2]1[N:7]([CH2:17][CH2:18][CH2:19][O:20][CH3:21])[C:6](=[O:8])[CH:5]=[C:4]([Cl:9])[N:3]=1, predict the reactants needed to synthesize it. The reactants are: [Cl:1][C:2]1[NH:7][C:6](=[O:8])[CH:5]=[C:4]([Cl:9])[N:3]=1.C([O-])([O-])=O.[K+].[K+].Br[CH2:17][CH2:18][CH2:19][O:20][CH3:21]. (6) The reactants are: [Cl-].[Al+3].[Cl-].[Cl-].[C:5]1(=[O:12])[O:11][C:9](=[O:10])[CH2:8][CH2:7][CH2:6]1.[F:13][C:14]1[CH:19]=[CH:18][CH:17]=[CH:16][CH:15]=1. Given the product [F:13][C:14]1[CH:19]=[CH:18][C:17]([C:9](=[O:10])[CH2:8][CH2:7][CH2:6][C:5]([OH:11])=[O:12])=[CH:16][CH:15]=1, predict the reactants needed to synthesize it. (7) The reactants are: [C:1]([O:5][C:6]([N:8]1[CH2:14][CH2:13][CH2:12][CH:11]([NH:15]CC2C=CC=CC=2)[CH2:10][CH2:9]1)=[O:7])([CH3:4])([CH3:3])[CH3:2].[CH2:23]([OH:25])[CH3:24]. Given the product [C:1]([O:5][C:6]([N:8]1[CH2:14][CH2:13][CH2:12][CH:11]([NH2:15])[CH2:10][CH2:9]1)=[O:7])([CH3:4])([CH3:2])[CH3:3].[O:25]=[C:23]1[CH2:11][CH2:10][CH2:9][N:8]([C:6]([O:5][C:1]([CH3:2])([CH3:4])[CH3:3])=[O:7])[CH2:14][CH2:24]1, predict the reactants needed to synthesize it. (8) The reactants are: [CH:1]([NH:4][C:5]1[CH:12]=[CH:11][C:8]([C:9]#[N:10])=[CH:7][N:6]=1)([CH3:3])[CH3:2].[H-].[Na+].[CH2:15](Br)[CH:16]=[CH2:17]. Given the product [CH2:17]([N:4]([CH:1]([CH3:3])[CH3:2])[C:5]1[CH:12]=[CH:11][C:8]([C:9]#[N:10])=[CH:7][N:6]=1)[CH:16]=[CH2:15], predict the reactants needed to synthesize it. (9) Given the product [CH3:10][O:11][C:12]1[CH:17]=[CH:16][CH:15]=[CH:14][C:13]=1[CH2:18][C:19]1[N:21]([C:22]2[CH:23]=[CH:24][C:25]([N:28]3[C:34](=[O:35])[CH2:33][C:32](=[O:36])[NH:31][C:30]4[C:37]5[C:42]([CH:43]=[CH:44][C:29]3=4)=[CH:41][CH:40]=[CH:39][CH:38]=5)=[CH:26][CH:27]=2)[N:3]=[N:2][N:1]=1, predict the reactants needed to synthesize it. The reactants are: [N-:1]=[N+:2]=[N-:3].[Na+].[Si](Cl)(Cl)(Cl)Cl.[CH3:10][O:11][C:12]1[CH:17]=[CH:16][CH:15]=[CH:14][C:13]=1[CH2:18][C:19]([NH:21][C:22]1[CH:27]=[CH:26][C:25]([N:28]2[C:34](=[O:35])[CH2:33][C:32](=[O:36])[NH:31][C:30]3[C:37]4[C:42]([CH:43]=[CH:44][C:29]2=3)=[CH:41][CH:40]=[CH:39][CH:38]=4)=[CH:24][CH:23]=1)=O.C(=O)([O-])O.[Na+]. (10) The reactants are: [OH:1][C:2]1[CH:7]=[CH:6][CH:5]=[CH:4][C:3]=1[N:8]1[CH2:13][CH2:12][O:11][C:10]2[CH:14]=[C:15]([S:18]([N:21]([CH2:27][C:28]3[CH:33]=[CH:32][C:31]([O:34][CH3:35])=[CH:30][CH:29]=3)[C:22]3[S:23][CH:24]=[CH:25][N:26]=3)(=[O:20])=[O:19])[CH:16]=[CH:17][C:9]1=2.Br[CH2:37][C:38]#[N:39].C(=O)([O-])[O-].[K+].[K+]. Given the product [C:38]([CH2:37][O:1][C:2]1[CH:7]=[CH:6][CH:5]=[CH:4][C:3]=1[N:8]1[CH2:13][CH2:12][O:11][C:10]2[CH:14]=[C:15]([S:18]([N:21]([CH2:27][C:28]3[CH:29]=[CH:30][C:31]([O:34][CH3:35])=[CH:32][CH:33]=3)[C:22]3[S:23][CH:24]=[CH:25][N:26]=3)(=[O:19])=[O:20])[CH:16]=[CH:17][C:9]1=2)#[N:39], predict the reactants needed to synthesize it.